Dataset: Full USPTO retrosynthesis dataset with 1.9M reactions from patents (1976-2016). Task: Predict the reactants needed to synthesize the given product. (1) Given the product [NH2:7][C@H:8]([CH:9]([CH3:11])[CH3:10])[C:12]([NH:13][CH2:14][CH2:15][C:16]1[CH:24]=[CH:23][C:19]2[O:20][CH2:21][O:22][C:18]=2[CH:17]=1)=[O:25], predict the reactants needed to synthesize it. The reactants are: C(OC(=O)[NH:7][CH:8]([C:12](=[O:25])[NH:13][CH2:14][CH2:15][C:16]1[CH:24]=[CH:23][C:19]2[O:20][CH2:21][O:22][C:18]=2[CH:17]=1)[CH:9]([CH3:11])[CH3:10])(C)(C)C.C(Cl)Cl. (2) Given the product [CH3:10][N:11]1[C:15]2[CH:16]=[CH:17][CH:18]=[CH:19][C:14]=2[N:13]=[C:12]1[CH:20]([C:1]([C:2]1[CH:7]=[CH:6][CH:5]=[CH:4][CH:3]=1)=[O:21])[C:1]([C:2]1[CH:7]=[CH:6][CH:5]=[CH:4][CH:3]=1)=[O:8], predict the reactants needed to synthesize it. The reactants are: [C:1](Cl)(=[O:8])[C:2]1[CH:7]=[CH:6][CH:5]=[CH:4][CH:3]=1.[CH3:10][N:11]1[C:15]2[CH:16]=[CH:17][CH:18]=[CH:19][C:14]=2[N:13]=[C:12]1[CH3:20].[OH2:21]. (3) Given the product [CH2:26]([N:10]1[C:9]2[N:8]=[C:7]([CH2:6][C:5]3[CH:4]=[CH:3][C:2]([NH:1][S:40]([C:34]4[C:35]([CH3:39])=[N:36][N:37]([CH3:38])[C:33]=4[Cl:32])(=[O:41])=[O:42])=[CH:31][CH:30]=3)[NH:15][C:14]=2[C:13](=[O:16])[N:12]([CH2:17][C:18]2[CH:23]=[CH:22][CH:21]=[CH:20][C:19]=2[F:24])[C:11]1=[O:25])[CH2:27][CH2:28][CH3:29], predict the reactants needed to synthesize it. The reactants are: [NH2:1][C:2]1[CH:31]=[CH:30][C:5]([CH2:6][C:7]2[NH:15][C:14]3[C:13](=[O:16])[N:12]([CH2:17][C:18]4[CH:23]=[CH:22][CH:21]=[CH:20][C:19]=4[F:24])[C:11](=[O:25])[N:10]([CH2:26][CH2:27][CH2:28][CH3:29])[C:9]=3[N:8]=2)=[CH:4][CH:3]=1.[Cl:32][C:33]1[N:37]([CH3:38])[N:36]=[C:35]([CH3:39])[C:34]=1[S:40](Cl)(=[O:42])=[O:41]. (4) Given the product [CH3:9][C:10]1[CH:15]=[CH:14][C:13]([C:2]2[CH:7]=[CH:6][C:5]([OH:8])=[CH:4][CH:3]=2)=[CH:12][CH:11]=1, predict the reactants needed to synthesize it. The reactants are: I[C:2]1[CH:7]=[CH:6][C:5]([OH:8])=[CH:4][CH:3]=1.[CH3:9][C:10]1[CH:15]=[CH:14][C:13](B(O)O)=[CH:12][CH:11]=1.[OH-].[Na+]. (5) Given the product [CH2:11]([O:10][C:8](=[O:9])[NH:7][C@H:3]1[C:4](=[O:6])[O:5][C@H:2]1[CH3:19])[CH2:12][C:13]1[CH:18]=[CH:17][CH:16]=[CH:15][CH:14]=1, predict the reactants needed to synthesize it. The reactants are: O[C@@H:2]([CH3:19])[C@@H:3]([NH:7][C:8]([O:10][CH2:11][CH2:12][C:13]1[CH:18]=[CH:17][CH:16]=[CH:15][CH:14]=1)=[O:9])[C:4]([OH:6])=[O:5].CCN(CC)CC.CN(C(ON1N=NC2C=CC=CC1=2)=[N+](C)C)C.[B-](F)(F)(F)F. (6) The reactants are: [CH2:1]([S:3]([NH:6][CH2:7][C:8]1[CH:13]=[CH:12][C:11]([CH:14]([CH3:18])[C:15]([OH:17])=O)=[CH:10][C:9]=1[F:19])(=[O:5])=[O:4])[CH3:2].[CH3:20][CH:21]1[CH2:26][CH2:25][N:24]([C:27]2[C:32]([CH2:33][NH2:34])=[CH:31][CH:30]=[C:29]([C:35]([F:38])([F:37])[F:36])[N:28]=2)[CH2:23][CH2:22]1.ON1C2C=CC=CC=2N=N1.C(N=C=NCCCN(C)C)C.C(N(CC)CC)C. Given the product [CH2:1]([S:3]([NH:6][CH2:7][C:8]1[CH:13]=[CH:12][C:11]([CH:14]([CH3:18])[C:15]([NH:34][CH2:33][C:32]2[C:27]([N:24]3[CH2:25][CH2:26][CH:21]([CH3:20])[CH2:22][CH2:23]3)=[N:28][C:29]([C:35]([F:38])([F:36])[F:37])=[CH:30][CH:31]=2)=[O:17])=[CH:10][C:9]=1[F:19])(=[O:4])=[O:5])[CH3:2], predict the reactants needed to synthesize it.